This data is from Forward reaction prediction with 1.9M reactions from USPTO patents (1976-2016). The task is: Predict the product of the given reaction. (1) Given the reactants [Cl:1][C:2]1[CH:7]=[CH:6][N:5]=[C:4]([NH2:8])[CH:3]=1.C(=O)(O)[O-].[Na+].Cl[CH2:15][CH:16]=O.O, predict the reaction product. The product is: [Cl:1][C:2]1[CH:7]=[CH:6][N:5]2[CH:15]=[CH:16][N:8]=[C:4]2[CH:3]=1. (2) The product is: [CH3:33][C:31]1[N:32]=[C:28]([CH2:27][N:19]2[CH2:20][CH2:21][CH2:22][N:17]([C:12]3[CH:13]=[CH:14][CH:15]=[C:16]4[C:11]=3[CH:10]=[N:9][N:8]4[C:3]3[CH:4]=[CH:5][CH:6]=[CH:7][C:2]=3[F:1])[C:18]2=[O:23])[O:29][C:30]=1[CH3:34]. Given the reactants [F:1][C:2]1[CH:7]=[CH:6][CH:5]=[CH:4][C:3]=1[N:8]1[C:16]2[C:11](=[C:12]([N:17]3[CH2:22][CH2:21][CH2:20][NH:19][C:18]3=[O:23])[CH:13]=[CH:14][CH:15]=2)[CH:10]=[N:9]1.[H-].[Na+].Cl[CH2:27][C:28]1[O:29][C:30]([CH3:34])=[C:31]([CH3:33])[N:32]=1, predict the reaction product. (3) The product is: [S:1]1[CH:5]=[CH:4][CH:3]=[C:2]1[CH2:6][NH:7][C:8]([C:10]1[N:11]=[C:12]2[C:17]([C:18]([F:21])([F:19])[F:20])=[CH:16][C:15]([C:22]#[CH:23])=[CH:14][N:13]2[C:28]=1[Cl:29])=[O:9]. Given the reactants [S:1]1[CH:5]=[CH:4][CH:3]=[C:2]1[CH2:6][NH:7][C:8]([C:10]1[N:11]=[C:12]2[C:17]([C:18]([F:21])([F:20])[F:19])=[CH:16][C:15]([C:22]#[C:23][Si](C)(C)C)=[CH:14][N:13]2[C:28]=1[Cl:29])=[O:9].S1C=CC=C1CNC(C1N=C2C(C(F)(F)F)=CC(C#CC3C=CC=CC=3)=CN2C=1Cl)=O.CCN(CC)CC, predict the reaction product. (4) Given the reactants [Br:1][C:2]1[CH:7]=[CH:6][C:5]([CH2:8][OH:9])=[C:4]([Cl:10])[CH:3]=1.[Cr](O[Cr]([O-])(=O)=O)([O-])(=O)=O.[NH+]1C=CC=CC=1.[NH+]1C=CC=CC=1.CCOCC, predict the reaction product. The product is: [Br:1][C:2]1[CH:7]=[CH:6][C:5]([CH:8]=[O:9])=[C:4]([Cl:10])[CH:3]=1. (5) Given the reactants N([O-])=O.[Na+].CC1(C)N([O])C(C)(C)CCC1.CC(O[Na])=[O:18].[F:21][C:22]([F:42])([CH:25]([F:41])[O:26][C:27]([F:40])([F:39])[C:28]([F:38])([F:37])[C:29]([F:36])([F:35])[O:30][C:31]([F:34])([F:33])[F:32])[CH2:23][OH:24].O=O, predict the reaction product. The product is: [F:21][C:22]([F:42])([CH:25]([F:41])[O:26][C:27]([F:40])([F:39])[C:28]([F:37])([F:38])[C:29]([F:35])([F:36])[O:30][C:31]([F:32])([F:33])[F:34])[C:23]([OH:18])=[O:24]. (6) Given the reactants C[O:2][C:3]([C:5]1[NH:6][C:7]([CH2:10][O:11][CH2:12][CH2:13][O:14][CH2:15][CH2:16][O:17][CH3:18])=[N:8][CH:9]=1)=[O:4].O.[OH-].[Li+].Cl, predict the reaction product. The product is: [CH3:18][O:17][CH2:16][CH2:15][O:14][CH2:13][CH2:12][O:11][CH2:10][C:7]1[NH:6][C:5]([C:3]([OH:4])=[O:2])=[CH:9][N:8]=1. (7) Given the reactants [NH2:1][C:2]1[C:3]([C:9]([NH:11][CH2:12][CH2:13][OH:14])=[O:10])=[N:4][C:5](Br)=[CH:6][N:7]=1.[CH3:15][C:16]1[CH:17]=[C:18](B(O)O)[CH:19]=[CH:20][CH:21]=1.[CH2:25](N(CC)CC)C, predict the reaction product. The product is: [CH3:25][C:6]1[N:7]=[C:2]([NH2:1])[C:3]([C:9]([NH:11][CH2:12][CH2:13][OH:14])=[O:10])=[N:4][C:5]=1[C:20]1[CH:19]=[CH:18][CH:17]=[C:16]([CH3:15])[CH:21]=1. (8) Given the reactants [CH3:1][C:2](=[O:7])[CH2:3][C:4](=[O:6])[CH3:5].[CH:8]([S:10]([CH3:13])(=[O:12])=[O:11])=[CH2:9], predict the reaction product. The product is: [C:4]([C:3]([C:2](=[O:7])[CH3:1])([CH2:9][CH2:8][S:10]([CH3:13])(=[O:12])=[O:11])[CH2:9][CH2:8][S:10]([CH3:13])(=[O:12])=[O:11])(=[O:6])[CH3:5]. (9) Given the reactants C1CN([P+](Br)(N2CCCC2)N2CCCC2)CC1.F[P-](F)(F)(F)(F)F.[CH3:25][C:26]1[CH:31]=[C:30]([C:32]([N:34]2[CH2:43][C:42]3[CH:41]=[N:40][N:39]([CH3:44])[C:38]=3[NH:37][C:36]3[CH:45]=[CH:46][CH:47]=[CH:48][C:35]2=3)=[O:33])[CH:29]=[CH:28][C:27]=1[CH2:49][CH2:50][C:51](O)=[O:52].[C:54]([O:58][C:59]([N:61]1[CH2:66][CH2:65][CH:64]([CH2:67][NH:68][CH:69]2[CH2:71][CH2:70]2)[CH2:63][CH2:62]1)=[O:60])([CH3:57])([CH3:56])[CH3:55].CCN(C(C)C)C(C)C, predict the reaction product. The product is: [C:54]([O:58][C:59]([N:61]1[CH2:66][CH2:65][CH:64]([CH2:67][N:68]([CH:69]2[CH2:70][CH2:71]2)[C:51](=[O:52])[CH2:50][CH2:49][C:27]2[CH:28]=[CH:29][C:30]([C:32]([N:34]3[CH2:43][C:42]4[CH:41]=[N:40][N:39]([CH3:44])[C:38]=4[NH:37][C:36]4[CH:45]=[CH:46][CH:47]=[CH:48][C:35]3=4)=[O:33])=[CH:31][C:26]=2[CH3:25])[CH2:63][CH2:62]1)=[O:60])([CH3:57])([CH3:55])[CH3:56]. (10) Given the reactants [NH4+].[N:2]#[C:3][S-:4].[Cl:5][C:6]1[CH:11]=[C:10]([C:12](Cl)=[O:13])[CH:9]=[C:8]([CH3:15])[N:7]=1.[F:16][C:17]1([F:27])[O:21][C:20]2[CH:22]=[CH:23][C:24]([NH2:26])=[CH:25][C:19]=2[O:18]1, predict the reaction product. The product is: [Cl:5][C:6]1[CH:11]=[C:10]([C:12]([NH:2][C:3]([NH:26][C:24]2[CH:23]=[CH:22][C:20]3[O:21][C:17]([F:27])([F:16])[O:18][C:19]=3[CH:25]=2)=[S:4])=[O:13])[CH:9]=[C:8]([CH3:15])[N:7]=1.